Regression. Given a peptide amino acid sequence and an MHC pseudo amino acid sequence, predict their binding affinity value. This is MHC class I binding data. From a dataset of Peptide-MHC class I binding affinity with 185,985 pairs from IEDB/IMGT. The peptide sequence is KIQNFRVYY. The MHC is HLA-A02:03 with pseudo-sequence HLA-A02:03. The binding affinity (normalized) is 0.